This data is from NCI-60 drug combinations with 297,098 pairs across 59 cell lines. The task is: Regression. Given two drug SMILES strings and cell line genomic features, predict the synergy score measuring deviation from expected non-interaction effect. (1) Drug 1: CCCCC(=O)OCC(=O)C1(CC(C2=C(C1)C(=C3C(=C2O)C(=O)C4=C(C3=O)C=CC=C4OC)O)OC5CC(C(C(O5)C)O)NC(=O)C(F)(F)F)O. Drug 2: CCN(CC)CCCC(C)NC1=C2C=C(C=CC2=NC3=C1C=CC(=C3)Cl)OC. Cell line: HS 578T. Synergy scores: CSS=55.9, Synergy_ZIP=-2.61, Synergy_Bliss=-2.67, Synergy_Loewe=-5.16, Synergy_HSA=-2.53. (2) Drug 1: C1=CC(=CC=C1CCC2=CNC3=C2C(=O)NC(=N3)N)C(=O)NC(CCC(=O)O)C(=O)O. Drug 2: CN(CCCl)CCCl.Cl. Cell line: CAKI-1. Synergy scores: CSS=28.2, Synergy_ZIP=-11.2, Synergy_Bliss=-9.40, Synergy_Loewe=-8.06, Synergy_HSA=-5.18.